Dataset: Full USPTO retrosynthesis dataset with 1.9M reactions from patents (1976-2016). Task: Predict the reactants needed to synthesize the given product. (1) Given the product [C:1]([O:5][C:6]([N:8]1[CH:12]=[C:11]([CH2:13][Br:14])[CH:10]=[N:9]1)=[O:7])([CH3:4])([CH3:3])[CH3:2], predict the reactants needed to synthesize it. The reactants are: [C:1]([O:5][C:6]([N:8]1[CH:12]=[C:11]([CH3:13])[CH:10]=[N:9]1)=[O:7])([CH3:4])([CH3:3])[CH3:2].[Br:14]N1C(=O)CCC1=O.C(OOC(=O)C1C=CC=CC=1)(=O)C1C=CC=CC=1. (2) Given the product [Cl:1][C:2]1[CH:11]=[CH:10][C:5]2[N:6]([CH:26]([CH2:31][CH3:32])[C:27]([OH:29])=[O:28])[C:7](=[N:9][C:17](=[O:18])[C:16]3[CH:20]=[CH:21][CH:22]=[C:14]([C:13]([F:24])([F:23])[F:12])[CH:15]=3)[S:8][C:4]=2[CH:3]=1, predict the reactants needed to synthesize it. The reactants are: [Cl:1][C:2]1[CH:11]=[CH:10][C:5]2[N:6]=[C:7]([NH2:9])[S:8][C:4]=2[CH:3]=1.[F:12][C:13]([F:24])([F:23])[C:14]1[CH:15]=[C:16]([CH:20]=[CH:21][CH:22]=1)[C:17](Cl)=[O:18].Br[CH:26]([CH2:31][CH3:32])[C:27]([O:29]C)=[O:28].COC1C=CC2N=C(N)SC=2C=1.ClC1C=C(C=CC=1)C(Cl)=O.BrCC(OCC)=O. (3) Given the product [CH2:17]([P:19]([CH2:1][S:2]([O:5][CH2:6][CH3:7])(=[O:4])=[O:3])([CH2:11][CH3:12])=[O:20])[CH3:18], predict the reactants needed to synthesize it. The reactants are: [CH3:1][S:2]([O:5][CH2:6][CH3:7])(=[O:4])=[O:3].[Li]CC[CH2:11][CH3:12].CCCC[CH2:17][CH3:18].[P:19](Cl)([O-])(OCC)=[O:20]. (4) Given the product [N:1]1([C:17]([O:19][C:20]([CH3:23])([CH3:22])[CH3:21])=[O:18])[C:9]2[C:4](=[CH:5][CH:6]=[CH:7][CH:8]=2)[CH2:3][CH2:2]1, predict the reactants needed to synthesize it. The reactants are: [NH:1]1[C:9]2[C:4](=[CH:5][CH:6]=[CH:7][CH:8]=2)[CH2:3][CH2:2]1.C(N(CC)CC)C.[C:17](O[C:17]([O:19][C:20]([CH3:23])([CH3:22])[CH3:21])=[O:18])([O:19][C:20]([CH3:23])([CH3:22])[CH3:21])=[O:18]. (5) The reactants are: Br[C:2]1[CH:3]=[C:4]([CH:8]([C:17]2[CH:22]=[CH:21][CH:20]=[C:19]([Cl:23])[CH:18]=2)[O:9][CH2:10][CH2:11][NH:12][C:13](=[O:16])[O:14][CH3:15])[CH:5]=[CH:6][CH:7]=1.CCN(CC)CC.[C]=O. Given the product [Cl:23][C:19]1[CH:18]=[C:17]([CH:8]([O:9][CH2:10][CH2:11][NH:12][C:13]([O:14][CH3:15])=[O:16])[C:4]2[CH:3]=[C:2]([CH:7]=[CH:6][CH:5]=2)[C:13]([O:14][CH3:15])=[O:16])[CH:22]=[CH:21][CH:20]=1, predict the reactants needed to synthesize it. (6) Given the product [CH2:28]([O:1][C:2]1[C:10]([C:11]([O:13][CH3:14])=[O:12])=[CH:9][CH:8]=[C:7]2[C:3]=1[CH:4]=[CH:5][N:6]2[CH3:15])[C:25]1[CH:26]=[CH:27][CH:22]=[CH:23][CH:24]=1, predict the reactants needed to synthesize it. The reactants are: [OH:1][C:2]1[C:10]([C:11]([O:13][CH3:14])=[O:12])=[CH:9][CH:8]=[C:7]2[C:3]=1[CH:4]=[CH:5][N:6]2[CH3:15].C([O-])([O-])=O.[K+].[K+].[CH:22]1[CH:27]=[CH:26][C:25]([CH2:28]Br)=[CH:24][CH:23]=1. (7) Given the product [CH3:40][O:41][C:3]1[N:4]([CH2:25][CH2:26][CH2:27][CH2:28][CH2:29][CH2:30][C:31]([OH:33])=[O:32])[C:5]2=[N:6][C:7]([C:18]3[CH:23]=[CH:22][C:21]([CH3:24])=[CH:20][CH:19]=3)=[C:8]([C:11]3[CH:12]=[CH:13][C:14]([CH3:17])=[CH:15][CH:16]=3)[N:9]=[C:10]2[CH:2]=1, predict the reactants needed to synthesize it. The reactants are: Br[C:2]1[C:10]2[C:5](=[N:6][C:7]([C:18]3[CH:23]=[CH:22][C:21]([CH3:24])=[CH:20][CH:19]=3)=[C:8]([C:11]3[CH:16]=[CH:15][C:14]([CH3:17])=[CH:13][CH:12]=3)[N:9]=2)[N:4]([CH2:25][CH2:26][CH2:27][CH2:28][CH2:29][CH2:30][C:31]([O:33]CC)=[O:32])[CH:3]=1.N#N.[Na].Cl.[CH3:40][OH:41].